Dataset: Full USPTO retrosynthesis dataset with 1.9M reactions from patents (1976-2016). Task: Predict the reactants needed to synthesize the given product. Given the product [CH:48]1([N:36]2[CH2:37][CH2:38][C:32]3[CH:31]=[C:30]([CH:21]([OH:20])[CH2:22][CH2:23][C:24]4[CH:28]=[CH:27][N:26]([CH3:29])[N:25]=4)[CH:40]=[CH:39][C:33]=3[CH2:34][CH2:35]2)[CH2:51][CH2:50][CH2:49]1, predict the reactants needed to synthesize it. The reactants are: C(O)(=O)C.C(O[BH-](OC(=O)C)OC(=O)C)(=O)C.[Na+].[Cl-].[OH:20][CH:21]([C:30]1[CH:40]=[CH:39][C:33]2[CH2:34][CH2:35][NH2+:36][CH2:37][CH2:38][C:32]=2[CH:31]=1)[CH2:22][CH2:23][C:24]1[CH:28]=[CH:27][N:26]([CH3:29])[N:25]=1.C(N(CC)CC)C.[C:48]1(=O)[CH2:51][CH2:50][CH2:49]1.